Predict the reaction yield, written as a fraction of the theoretical maximum amount of product (1.0 means a 100% yield; for example, 0.34 means a 34% yield). From a dataset of Reaction yield outcomes from USPTO patents with 853,638 reactions. (1) The reactants are Cl[C:2]1[N:7]=[C:6]([N:8]2[CH2:13][CH2:12][O:11][CH2:10][CH2:9]2)[N:5]=[C:4]([N:14]2[CH2:20][CH:19]3[O:21][CH:16]([CH2:17][CH2:18]3)[CH2:15]2)[N:3]=1.C(=O)([O-])[O-].[Na+].[Na+].[NH2:28][C:29]1[CH:34]=[CH:33][C:32](B2OC(C)(C)C(C)(C)O2)=[CH:31][CH:30]=1. The catalyst is C1C=CC([P]([Pd]([P](C2C=CC=CC=2)(C2C=CC=CC=2)C2C=CC=CC=2)([P](C2C=CC=CC=2)(C2C=CC=CC=2)C2C=CC=CC=2)[P](C2C=CC=CC=2)(C2C=CC=CC=2)C2C=CC=CC=2)(C2C=CC=CC=2)C2C=CC=CC=2)=CC=1.COCCOC. The product is [N:8]1([C:6]2[N:5]=[C:4]([N:14]3[CH2:20][CH:19]4[O:21][CH:16]([CH2:17][CH2:18]4)[CH2:15]3)[N:3]=[C:2]([C:32]3[CH:33]=[CH:34][C:29]([NH2:28])=[CH:30][CH:31]=3)[N:7]=2)[CH2:13][CH2:12][O:11][CH2:10][CH2:9]1. The yield is 0.590. (2) The reactants are [N-:1]=[N+:2]=[N-:3].[Na+].[N+:5]([C:8]1[CH:13]=[CH:12][C:11]([N:14]2[CH:18]=[C:17]([CH2:19]OS(C)(=O)=O)[N:16]=[N:15]2)=[CH:10][CH:9]=1)([O-:7])=[O:6].[N+](C1C=CC(N2C(COS(C)(=O)=O)=CN=N2)=CC=1)([O-])=O. The catalyst is CN(C=O)C.C(OCC)(=O)C. The product is [N:1]([CH2:19][C:17]1[N:16]=[N:15][N:14]([C:11]2[CH:10]=[CH:9][C:8]([N+:5]([O-:7])=[O:6])=[CH:13][CH:12]=2)[CH:18]=1)=[N+:2]=[N-:3]. The yield is 0.440. (3) The reactants are [F:1][C:2]1[CH:7]=[CH:6][C:5]([CH:8]2[O:12][C:11](=[O:13])[NH:10][CH:9]2[CH2:14][C:15]2[CH:20]=[CH:19][C:18]([C:21]([F:24])([F:23])[F:22])=[CH:17][CH:16]=2)=[CH:4][CH:3]=1.[H-].[Na+].[CH3:27]I. The catalyst is CN(C)C=O.O. The product is [F:1][C:2]1[CH:7]=[CH:6][C:5]([CH:8]2[O:12][C:11](=[O:13])[N:10]([CH3:27])[CH:9]2[CH2:14][C:15]2[CH:20]=[CH:19][C:18]([C:21]([F:22])([F:24])[F:23])=[CH:17][CH:16]=2)=[CH:4][CH:3]=1. The yield is 0.910. (4) The reactants are [CH3:1][O:2][C@H:3]1[CH2:7][CH2:6][CH2:5][C@H:4]1[O:8][C:9]1[C:14]2[C:15]([O:18][CH2:19][CH:20]3[CH2:25][CH2:24][N:23]([CH2:26][C:27]4([OH:33])[CH2:32][CH2:31][O:30][CH2:29][CH2:28]4)[CH2:22][CH2:21]3)=[N:16][O:17][C:13]=2[CH:12]=[CH:11][CH:10]=1.[C:34]([OH:39])(=[O:38])[C:35]([OH:37])=[O:36]. The catalyst is C(OCC)C. The product is [C:34]([OH:39])(=[O:38])[C:35]([OH:37])=[O:36].[CH3:1][O:2][C@H:3]1[CH2:7][CH2:6][CH2:5][C@H:4]1[O:8][C:9]1[C:14]2[C:15]([O:18][CH2:19][CH:20]3[CH2:21][CH2:22][N:23]([CH2:26][C:27]4([OH:33])[CH2:32][CH2:31][O:30][CH2:29][CH2:28]4)[CH2:24][CH2:25]3)=[N:16][O:17][C:13]=2[CH:12]=[CH:11][CH:10]=1. The yield is 0.560. (5) The reactants are [CH2:1](Br)[C:2]#[CH:3].[O:5]=[CH:6][C:7]1[CH:15]=[CH:14][C:12]([OH:13])=[C:9]([O:10][CH3:11])[CH:8]=1.C(=O)([O-])[O-].[K+].[K+]. The catalyst is CC(C)=O. The product is [CH3:11][O:10][C:9]1[CH:8]=[C:7]([CH:15]=[CH:14][C:12]=1[O:13][CH2:3][C:2]#[CH:1])[CH:6]=[O:5]. The yield is 0.860. (6) The reactants are [F:1][C:2]([F:18])([F:17])[C:3]1[CH:11]=[C:10]2[C:6]([CH:7]=[CH:8][N:9]2[CH2:12][C:13]([O:15]C)=[O:14])=[CH:5][CH:4]=1.[OH-].[Li+]. The catalyst is C1COCC1.O. The product is [F:17][C:2]([F:1])([F:18])[C:3]1[CH:11]=[C:10]2[C:6]([CH:7]=[CH:8][N:9]2[CH2:12][C:13]([OH:15])=[O:14])=[CH:5][CH:4]=1. The yield is 0.790.